Dataset: Full USPTO retrosynthesis dataset with 1.9M reactions from patents (1976-2016). Task: Predict the reactants needed to synthesize the given product. (1) Given the product [CH2:1]([O:4][N:5]=[C:6]1[CH2:10][N:9]([C:11](=[O:13])[C:31]2[CH:30]=[CH:29][C:28]([O:21][C:22]3[CH:23]=[CH:24][CH:25]=[CH:26][CH:27]=3)=[CH:36][CH:35]=2)[C@H:8]([C:18]([NH:52][C:48]2[CH:49]=[CH:50][C:51]3[N:39]([CH2:37][CH3:38])[C:40]4[C:45]([C:46]=3[CH:47]=2)=[CH:44][CH:43]=[CH:42][CH:41]=4)=[O:20])[CH2:7]1)[CH:2]=[CH2:3], predict the reactants needed to synthesize it. The reactants are: [CH2:1]([O:4][N:5]=[C:6]1[CH2:10][N:9]([C:11]([O:13]C(C)(C)C)=O)[C@H:8]([C:18]([OH:20])=O)[CH2:7]1)[CH:2]=[CH2:3].[O:21]([C:28]1[CH:36]=[CH:35][C:31](C(Cl)=O)=[CH:30][CH:29]=1)[C:22]1[CH:27]=[CH:26][CH:25]=[CH:24][CH:23]=1.[CH2:37]([N:39]1[C:51]2[CH:50]=[CH:49][C:48]([NH2:52])=[CH:47][C:46]=2[C:45]2[C:40]1=[CH:41][CH:42]=[CH:43][CH:44]=2)[CH3:38]. (2) Given the product [C:1]([O:5][C:6]([N:8]1[CH2:12][C@@H:11]([N:13]2[CH2:18][CH2:17][N:16]([C:19]3[C:24]([Cl:25])=[CH:23][C:22]([C:26](=[O:28])[NH2:46])=[CH:21][N:20]=3)[CH2:15][CH2:14]2)[CH2:10][C@H:9]1[C:29]([N:31]1[CH2:35][CH2:34][S:33][CH2:32]1)=[O:30])=[O:7])([CH3:4])([CH3:3])[CH3:2], predict the reactants needed to synthesize it. The reactants are: [C:1]([O:5][C:6]([N:8]1[CH2:12][C@@H:11]([N:13]2[CH2:18][CH2:17][N:16]([C:19]3[C:24]([Cl:25])=[CH:23][C:22]([C:26]([OH:28])=O)=[CH:21][N:20]=3)[CH2:15][CH2:14]2)[CH2:10][C@H:9]1[C:29]([N:31]1[CH2:35][CH2:34][S:33][CH2:32]1)=[O:30])=[O:7])([CH3:4])([CH3:3])[CH3:2].Cl.Cl.Cl.C(C1C=C(Cl)C(N2CCN(N3CCC[C@H]3C([C@H]3CSCN3)=O)CC2)=[N:46]C=1)(O)=O.[Cl-].[NH4+].CN1CCOCC1.C1C=CC2N(O)N=NC=2C=1.CCN=C=NCCCN(C)C.Cl. (3) The reactants are: O.O.[Na+:3].[OH:4][C:5]1[CH:10]=[CH:9][C:8]([S:11]([O-:14])(=[O:13])=[O:12])=[CH:7][CH:6]=1.[OH-].[Na+].[CH3:17][S:18](Cl)(=[O:20])=[O:19]. Given the product [Na+:3].[CH3:17][S:18]([O:4][C:5]1[CH:10]=[CH:9][C:8]([S:11]([O-:14])(=[O:12])=[O:13])=[CH:7][CH:6]=1)(=[O:20])=[O:19], predict the reactants needed to synthesize it. (4) Given the product [CH3:2][S:3][C:4]1[CH:9]=[CH:8][C:7]([NH2:10])=[CH:6][N:5]=1, predict the reactants needed to synthesize it. The reactants are: Cl.[CH3:2][S:3][C:4]1[CH:9]=[CH:8][C:7]([N+:10]([O-])=O)=[CH:6][N:5]=1.[OH-].[Na+]. (5) Given the product [CH3:3][CH:13]([C:9](=[O:12])[CH2:10][CH3:11])[C:14]([O:16][CH3:17])=[O:15], predict the reactants needed to synthesize it. The reactants are: CI.[C:3]([O-])([O-])=O.[K+].[K+].[C:9]([CH2:13][C:14]([O:16][CH3:17])=[O:15])(=[O:12])[CH2:10][CH3:11].